Dataset: HIV replication inhibition screening data with 41,000+ compounds from the AIDS Antiviral Screen. Task: Binary Classification. Given a drug SMILES string, predict its activity (active/inactive) in a high-throughput screening assay against a specified biological target. (1) The compound is CN(C)CCNc1ncnc2[nH]c(-c3ccc4ccccc4c3)nc12.Cl. The result is 0 (inactive). (2) The drug is Cc1ccc(NC(=O)CCC(=O)C(C#N)c2ccccc2)cc1C. The result is 0 (inactive). (3) The drug is Cc1ccc([PH](Cc2ccccc2)(c2ccccc2)c2cccc3ccccc23)cc1. The result is 0 (inactive). (4) The molecule is c1ccc(Nc2nnnn2-c2ccccc2)cc1. The result is 0 (inactive). (5) The drug is CCOC(=O)C(=O)C(C(=O)OCC)=[N+]1c2ccccc2N(C)[C-]1C. The result is 0 (inactive). (6) The drug is CC(=O)OCCOCN1C(=O)NC(=O)C(=Cc2cccc(OCc3ccccc3)c2)C1=O. The result is 0 (inactive).